Dataset: Catalyst prediction with 721,799 reactions and 888 catalyst types from USPTO. Task: Predict which catalyst facilitates the given reaction. (1) Reactant: [NH2:1][C:2]1[CH:10]=[CH:9][C:8]([Br:11])=[CH:7][C:3]=1C(O)=O.[CH3:12][Mg]Br.CC[O:17][CH2:18][CH3:19].Cl.[OH-].[Na+]. Product: [NH2:1][C:2]1[CH:10]=[CH:9][C:8]([Br:11])=[CH:7][C:3]=1[C:18]([OH:17])([CH3:19])[CH3:12]. The catalyst class is: 56. (2) Product: [N:4]1[CH:5]=[CH:6][CH:7]=[C:2]([NH:1][C:15](=[S:17])[S:16][CH2:19][CH2:20][C:21]#[N:22])[CH:3]=1. The catalyst class is: 27. Reactant: [NH2:1][C:2]1[CH:3]=[N:4][CH:5]=[CH:6][CH:7]=1.C(N(CC)CC)C.[C:15](=[S:17])=[S:16].Br[CH2:19][CH2:20][C:21]#[N:22]. (3) Reactant: [CH2:1]([N:8]([CH2:22][C:23]1[CH:28]=[CH:27][CH:26]=[CH:25][CH:24]=1)[C:9]1[C:10]([CH:20]=[CH2:21])=[C:11]([NH:15][S:16]([CH3:19])(=[O:18])=[O:17])[CH:12]=[CH:13][CH:14]=1)[C:2]1[CH:7]=[CH:6][CH:5]=[CH:4][CH:3]=1.C1(C)C=CC(S(NN)(=O)=O)=CC=1.O.O.O.C([O-])(=O)C.[Na+]. Product: [CH2:22]([N:8]([CH2:1][C:2]1[CH:3]=[CH:4][CH:5]=[CH:6][CH:7]=1)[C:9]1[C:10]([CH2:20][CH3:21])=[C:11]([NH:15][S:16]([CH3:19])(=[O:17])=[O:18])[CH:12]=[CH:13][CH:14]=1)[C:23]1[CH:24]=[CH:25][CH:26]=[CH:27][CH:28]=1. The catalyst class is: 149. (4) Reactant: C([O:3][C:4]([C:6]1[C:10]([N+:11]([O-:13])=[O:12])=[CH:9][N:8]([C:14]2[CH:19]=[CH:18][CH:17]=[CH:16][CH:15]=2)[N:7]=1)=[O:5])C.[OH-].[Na+].Cl.O. Product: [N+:11]([C:10]1[C:6]([C:4]([OH:5])=[O:3])=[N:7][N:8]([C:14]2[CH:19]=[CH:18][CH:17]=[CH:16][CH:15]=2)[CH:9]=1)([O-:13])=[O:12]. The catalyst class is: 8.